This data is from Full USPTO retrosynthesis dataset with 1.9M reactions from patents (1976-2016). The task is: Predict the reactants needed to synthesize the given product. (1) Given the product [CH3:10][O:9][C:3]1[C:2]2[NH:1][C:13]([C:12]([F:17])([F:16])[F:11])=[N:8][C:7]=2[CH:6]=[CH:5][CH:4]=1, predict the reactants needed to synthesize it. The reactants are: [NH2:1][C:2]1[C:7]([NH2:8])=[CH:6][CH:5]=[CH:4][C:3]=1[O:9][CH3:10].[F:11][C:12]([F:17])([F:16])[C:13](O)=O. (2) Given the product [CH2:8]([O:7][C:5]([CH2:4][N:1]1[C:2](=[O:11])[S:3][N:18]([CH3:17])[C:19]1=[O:20])=[O:6])[CH3:9], predict the reactants needed to synthesize it. The reactants are: [N:1]([CH2:4][C:5]([O:7][CH2:8][CH3:9])=[O:6])=[C:2]=[S:3].Cl.[O-:11][Mn](=O)(=O)=O.[K+].[CH3:17][N:18]=[C:19]=[O:20]. (3) Given the product [CH3:1][O:2][C:3]1[CH:4]=[C:5]2[C:9](=[CH:10][CH:11]=1)[NH:8][CH2:7][CH2:6]2, predict the reactants needed to synthesize it. The reactants are: [CH3:1][O:2][C:3]1[CH:4]=[C:5]2[C:9](=[CH:10][CH:11]=1)[NH:8][CH:7]=[CH:6]2.C([BH3-])#N.[Na+].[OH-].[Na+]. (4) Given the product [Si:1]([O:8][CH2:9][C@H:10]1[CH2:15][CH2:14][C@H:13]([N:16]2[C:21]3[C:22]4[CH:28]=[CH:27][N:26]([CH2:29][O:30][CH2:31][CH2:32][Si:33]([CH3:34])([CH3:35])[CH3:36])[C:23]=4[N:24]=[CH:25][C:20]=3[C:19](=[O:37])[N:18]([CH3:40])[CH2:17]2)[CH2:12][CH2:11]1)([C:4]([CH3:5])([CH3:6])[CH3:7])([CH3:3])[CH3:2], predict the reactants needed to synthesize it. The reactants are: [Si:1]([O:8][CH2:9][C@H:10]1[CH2:15][CH2:14][C@H:13]([N:16]2[C:21]3[C:22]4[CH:28]=[CH:27][N:26]([CH2:29][O:30][CH2:31][CH2:32][Si:33]([CH3:36])([CH3:35])[CH3:34])[C:23]=4[N:24]=[CH:25][C:20]=3[C:19](=[O:37])[NH:18][CH2:17]2)[CH2:12][CH2:11]1)([C:4]([CH3:7])([CH3:6])[CH3:5])([CH3:3])[CH3:2].[H-].[Na+].[CH3:40]I.O. (5) Given the product [C:1]([O:5][C@@H:6]([C@H:8]1[CH2:12][O:11][C:10](=[O:13])[N:9]1[C:15]1[CH:20]=[C:19]([CH:21]([F:23])[F:22])[N:18]=[C:17]([S:24][CH3:25])[N:16]=1)[CH3:7])([CH3:2])([CH3:3])[CH3:4], predict the reactants needed to synthesize it. The reactants are: [C:1]([O:5][C@@H:6]([C@H:8]1[CH2:12][O:11][C:10](=[O:13])[NH:9]1)[CH3:7])([CH3:4])([CH3:3])[CH3:2].Cl[C:15]1[CH:20]=[C:19]([CH:21]([F:23])[F:22])[N:18]=[C:17]([S:24][CH3:25])[N:16]=1.[H-].[Na+]. (6) Given the product [Cl:24][C:19]1[CH:20]=[CH:21][CH:22]=[CH:23][C:18]=1[CH2:17][N:9]1[CH:10]=[C:11]([C:13]([OH:16])([CH3:15])[CH3:14])[N:12]=[C:8]1[C:5]1[CH:6]=[CH:7][C:2]([C:33]2[CH:32]=[CH:31][CH:30]=[C:29]([S:26]([CH3:25])(=[O:28])=[O:27])[CH:34]=2)=[CH:3][CH:4]=1, predict the reactants needed to synthesize it. The reactants are: Br[C:2]1[CH:7]=[CH:6][C:5]([C:8]2[N:9]([CH2:17][C:18]3[CH:23]=[CH:22][CH:21]=[CH:20][C:19]=3[Cl:24])[CH:10]=[C:11]([C:13]([OH:16])([CH3:15])[CH3:14])[N:12]=2)=[CH:4][CH:3]=1.[CH3:25][S:26]([C:29]1[CH:30]=[C:31](B(O)O)[CH:32]=[CH:33][CH:34]=1)(=[O:28])=[O:27].C([O-])([O-])=O.[K+].[K+]. (7) Given the product [C:20]([OH:22])(=[O:21])[CH2:19][CH2:18][CH2:17][CH2:16][CH2:15][CH2:28][CH2:27][CH2:26][C:25]([OH:30])=[O:29], predict the reactants needed to synthesize it. The reactants are: [C:20]([OH:22])(=[O:21])[CH2:19][CH2:18][CH2:17][CH2:16][CH2:15]CCCC=CCCC[CH2:15][CH2:16][CH2:17][CH2:18][CH2:19][C:20]([OH:22])=[O:21].[C:25]([OH:30])(=[O:29])[CH2:26][CH2:27][CH3:28]. (8) Given the product [I:47][CH2:21][C:22]1[CH:23]=[C:24]([CH3:41])[CH:25]=[C:26]2[C:31]=1[O:30][CH:29]([C:32]([F:35])([F:34])[F:33])[C:28]([C:36]([O:38][CH2:39][CH3:40])=[O:37])=[CH:27]2, predict the reactants needed to synthesize it. The reactants are: C1(P(C2C=CC=CC=2)C2C=CC=CC=2)C=CC=CC=1.O[CH2:21][C:22]1[CH:23]=[C:24]([CH3:41])[CH:25]=[C:26]2[C:31]=1[O:30][CH:29]([C:32]([F:35])([F:34])[F:33])[C:28]([C:36]([O:38][CH2:39][CH3:40])=[O:37])=[CH:27]2.N1C=CN=C1.[I:47]I.